Dataset: Reaction yield outcomes from USPTO patents with 853,638 reactions. Task: Predict the reaction yield, written as a fraction of the theoretical maximum amount of product (1.0 means a 100% yield; for example, 0.34 means a 34% yield). The reactants are [CH:1]1[C:10]2[C:5](=[CH:6][CH:7]=[CH:8][CH:9]=2)[CH:4]=[CH:3][C:2]=1[C:11]([OH:13])=O.CN(C)C=O.S(Cl)(Cl)=O.[NH2:23][C:24]1[CH:25]=[C:26]([CH:29]=[CH:30][CH:31]=1)[C:27]#[N:28]. The catalyst is ClCCl.O.C(N(CC)CC)C. The product is [C:27]([C:26]1[CH:25]=[C:24]([NH:23][C:11]([C:2]2[CH:3]=[CH:4][C:5]3[C:10](=[CH:9][CH:8]=[CH:7][CH:6]=3)[CH:1]=2)=[O:13])[CH:31]=[CH:30][CH:29]=1)#[N:28]. The yield is 0.950.